From a dataset of Forward reaction prediction with 1.9M reactions from USPTO patents (1976-2016). Predict the product of the given reaction. (1) Given the reactants [C:1](Cl)(=[O:3])[CH3:2].[Cl:5][C:6]1[CH:7]=[C:8]([NH:12][C:13]2[N:18]=[C:17]([C:19]3[CH:24]=[CH:23][N:22]=[C:21]([CH:25]([OH:27])[CH3:26])[CH:20]=3)[CH:16]=[CH:15][N:14]=2)[CH:9]=[CH:10][CH:11]=1.C(N(CC)CC)C.O, predict the reaction product. The product is: [C:1]([O:27][CH:25]([C:21]1[CH:20]=[C:19]([C:17]2[CH:16]=[CH:15][N:14]=[C:13]([NH:12][C:8]3[CH:9]=[CH:10][CH:11]=[C:6]([Cl:5])[CH:7]=3)[N:18]=2)[CH:24]=[CH:23][N:22]=1)[CH3:26])(=[O:3])[CH3:2]. (2) Given the reactants [CH3:1][C:2]([N:8]1[Si:12]([CH3:14])([CH3:13])[CH2:11][CH2:10][Si:9]1([CH3:16])[CH3:15])([CH3:7])[C:3]#[C:4][CH2:5][OH:6].[K].[CH3:18][Si]([NH-])(C)C.CI, predict the reaction product. The product is: [CH3:18][O:6][CH2:5][C:4]#[C:3][C:2]([N:8]1[Si:9]([CH3:16])([CH3:15])[CH2:10][CH2:11][Si:12]1([CH3:13])[CH3:14])([CH3:1])[CH3:7]. (3) The product is: [OH:2][C:3]1[CH:12]=[C:11]2[C:6]([CH2:7][CH2:8][C:9]([CH3:17])([C:13]([OH:15])=[O:14])[CH2:10]2)=[CH:5][CH:4]=1. Given the reactants C[O:2][C:3]1[CH:12]=[C:11]2[C:6]([CH2:7][CH2:8][C:9]([CH3:17])([C:13]([O:15]C)=[O:14])[CH2:10]2)=[CH:5][CH:4]=1.Br, predict the reaction product. (4) Given the reactants [F:1][C:2]1[CH:23]=[CH:22][C:5]([CH2:6][C:7]2[N:11]([CH:12]3[CH2:15][NH:14][CH2:13]3)[N:10]=[C:9]([C:16]3[CH:21]=[CH:20][N:19]=[CH:18][CH:17]=3)[CH:8]=2)=[CH:4][CH:3]=1.[CH3:24][S:25](Cl)(=[O:27])=[O:26].C(N(CC)CC)C, predict the reaction product. The product is: [F:1][C:2]1[CH:23]=[CH:22][C:5]([CH2:6][C:7]2[N:11]([CH:12]3[CH2:13][N:14]([S:25]([CH3:24])(=[O:27])=[O:26])[CH2:15]3)[N:10]=[C:9]([C:16]3[CH:21]=[CH:20][N:19]=[CH:18][CH:17]=3)[CH:8]=2)=[CH:4][CH:3]=1. (5) Given the reactants Br[C:2]1[CH:3]=[C:4]([CH3:14])[C:5]2[O:9][C:8]([CH3:11])([CH3:10])[CH2:7][C:6]=2[C:12]=1[CH3:13].[CH3:15][O:16][C:17]1[CH:22]=[CH:21][C:20]([N:23]2[CH2:28][CH2:27][NH:26][CH2:25][CH2:24]2)=[CH:19][CH:18]=1, predict the reaction product. The product is: [CH3:15][O:16][C:17]1[CH:18]=[CH:19][C:20]([N:23]2[CH2:28][CH2:27][N:26]([C:2]3[CH:3]=[C:4]([CH3:14])[C:5]4[O:9][C:8]([CH3:11])([CH3:10])[CH2:7][C:6]=4[C:12]=3[CH3:13])[CH2:25][CH2:24]2)=[CH:21][CH:22]=1. (6) Given the reactants [CH2:1]([O:8][C:9]([C@H:11]1[CH2:16][CH2:15][C@@H:14]([NH2:17])[CH2:13][CH2:12]1)=[O:10])[C:2]1[CH:7]=[CH:6][CH:5]=[CH:4][CH:3]=1.[CH2:18]([O:25][CH2:26][CH:27]=O)[C:19]1[CH:24]=[CH:23][CH:22]=[CH:21][CH:20]=1.[BH-](OC(C)=O)(OC(C)=O)OC(C)=O.[Na+], predict the reaction product. The product is: [CH2:1]([O:8][C:9]([C@H:11]1[CH2:16][CH2:15][C@@H:14]([NH:17][CH2:27][CH2:26][O:25][CH2:18][C:19]2[CH:24]=[CH:23][CH:22]=[CH:21][CH:20]=2)[CH2:13][CH2:12]1)=[O:10])[C:2]1[CH:7]=[CH:6][CH:5]=[CH:4][CH:3]=1. (7) Given the reactants Cl.[CH3:2][O:3][C:4]1[CH:5]=[C:6]([C:12]2[C:13]([CH3:25])([CH3:24])[C:14](=[O:23])[N:15]([CH:17]3[CH2:22][CH2:21][NH:20][CH2:19][CH2:18]3)[N:16]=2)[CH:7]=[CH:8][C:9]=1[O:10][CH3:11].[CH3:26][O:27][C:28]1[CH:37]=[CH:36][C:35]2[C:30](=[CH:31][CH:32]=[CH:33][CH:34]=2)[C:29]=1[C:38](O)=[O:39], predict the reaction product. The product is: [CH3:2][O:3][C:4]1[CH:5]=[C:6]([C:12]2[C:13]([CH3:25])([CH3:24])[C:14](=[O:23])[N:15]([CH:17]3[CH2:22][CH2:21][N:20]([C:38]([C:29]4[C:30]5[C:35](=[CH:34][CH:33]=[CH:32][CH:31]=5)[CH:36]=[CH:37][C:28]=4[O:27][CH3:26])=[O:39])[CH2:19][CH2:18]3)[N:16]=2)[CH:7]=[CH:8][C:9]=1[O:10][CH3:11]. (8) The product is: [F:12][C:13]1[CH:19]=[CH:18][C:17]([F:20])=[CH:16][C:14]=1[NH:15][C:2]1[CH:7]=[CH:6][CH:5]=[CH:4][C:3]=1[CH2:8][C:9]([OH:11])=[O:10]. Given the reactants Br[C:2]1[CH:7]=[CH:6][CH:5]=[CH:4][C:3]=1[CH2:8][C:9]([OH:11])=[O:10].[F:12][C:13]1[CH:19]=[CH:18][C:17]([F:20])=[CH:16][C:14]=1[NH2:15], predict the reaction product. (9) Given the reactants [NH2:1][C:2]1[CH:19]=[CH:18][C:5]2[CH2:6][CH2:7][N:8]([CH2:11][C@@H:12]([OH:17])[C:13]([F:16])([F:15])[F:14])[CH2:9][CH2:10][C:4]=2[CH:3]=1.Cl[C:21]1[N:26]=[C:25]([NH:27][C@@H:28]2[CH2:33][CH2:32][CH2:31][CH2:30][C@H:29]2[NH:34][S:35]([CH3:38])(=[O:37])=[O:36])[C:24]([Cl:39])=[CH:23][N:22]=1.Cl.C(=O)([O-])[O-], predict the reaction product. The product is: [Cl:39][C:24]1[C:25]([NH:27][C@@H:28]2[CH2:33][CH2:32][CH2:31][CH2:30][C@H:29]2[NH:34][S:35]([CH3:38])(=[O:37])=[O:36])=[N:26][C:21]([NH:1][C:2]2[CH:19]=[CH:18][C:5]3[CH2:6][CH2:7][N:8]([CH2:11][C@@H:12]([OH:17])[C:13]([F:16])([F:14])[F:15])[CH2:9][CH2:10][C:4]=3[CH:3]=2)=[N:22][CH:23]=1. (10) Given the reactants Cl.[NH2:2][C@H:3]([CH2:23][C:24]1[CH:29]=[CH:28][C:27]([Cl:30])=[CH:26][CH:25]=1)[C:4]([N:6]1[CH2:11][CH2:10][N:9]([C:12]2[CH:17]=[CH:16][CH:15]=[CH:14][C:13]=2[C:18]([N:20]([CH3:22])[CH3:21])=[O:19])[CH2:8][CH2:7]1)=[O:5].[N:31]1([C:44]([O:46][C:47]([CH3:50])([CH3:49])[CH3:48])=[O:45])[CH2:40][C:39]2[C:34](=[CH:35][CH:36]=[CH:37][CH:38]=2)[CH2:33][C@H:32]1[C:41](O)=[O:42].C1C=NC2N(O)N=NC=2C=1.C(Cl)CCl.CCN(C(C)C)C(C)C, predict the reaction product. The product is: [CH3:21][N:20]([CH3:22])[C:18]([C:13]1[CH:14]=[CH:15][CH:16]=[CH:17][C:12]=1[N:9]1[CH2:8][CH2:7][N:6]([C:4](=[O:5])[C@H:3]([NH:2][C:41]([C@@H:32]2[CH2:33][C:34]3[C:39](=[CH:38][CH:37]=[CH:36][CH:35]=3)[CH2:40][N:31]2[C:44]([O:46][C:47]([CH3:50])([CH3:49])[CH3:48])=[O:45])=[O:42])[CH2:23][C:24]2[CH:29]=[CH:28][C:27]([Cl:30])=[CH:26][CH:25]=2)[CH2:11][CH2:10]1)=[O:19].